From a dataset of Catalyst prediction with 721,799 reactions and 888 catalyst types from USPTO. Predict which catalyst facilitates the given reaction. Reactant: Cl[C:2]1[C:7]([C:8]([O:10][CH2:11][CH3:12])=[O:9])=[CH:6][N:5]=[C:4]([S:13][CH3:14])[N:3]=1.Cl.[C:16]12([NH2:21])[CH2:20][CH:18]([CH2:19]1)[CH2:17]2.CCN(C(C)C)C(C)C. Product: [C:16]12([NH:21][C:2]3[C:7]([C:8]([O:10][CH2:11][CH3:12])=[O:9])=[CH:6][N:5]=[C:4]([S:13][CH3:14])[N:3]=3)[CH2:20][CH:18]([CH2:19]1)[CH2:17]2. The catalyst class is: 40.